Task: Predict the reactants needed to synthesize the given product.. Dataset: Full USPTO retrosynthesis dataset with 1.9M reactions from patents (1976-2016) Given the product [CH3:1][C:2]1[S:3][CH:4]=[C:5]([Sn:15]([CH2:18][CH3:19])([CH2:16][CH3:17])[CH2:13][CH3:14])[N:6]=1, predict the reactants needed to synthesize it. The reactants are: [CH3:1][C:2]1[S:3][CH:4]=[C:5](Br)[N:6]=1.C([Li])CCC.[CH2:13]([Sn:15](Br)([CH2:18][CH3:19])[CH2:16][CH3:17])[CH3:14].